This data is from Forward reaction prediction with 1.9M reactions from USPTO patents (1976-2016). The task is: Predict the product of the given reaction. (1) Given the reactants [Cl:1][C:2]1[CH:3]=[CH:4][CH:5]=[C:6]2[C:11]=1[N:10]=[N:9][C:8]([C:12]1[CH:17]=[CH:16][CH:15]=[CH:14][CH:13]=1)=[C:7]2[C:18]1[CH:19]=[C:20]([NH2:24])[CH:21]=[CH:22][CH:23]=1.[S:25]1[C:29]([CH:30]=O)=[CH:28][C:27]2[CH:32]=[CH:33][CH:34]=[CH:35][C:26]1=2, predict the reaction product. The product is: [S:25]1[C:26]2[CH:35]=[CH:34][CH:33]=[CH:32][C:27]=2[CH:28]=[C:29]1[CH2:30][NH:24][C:20]1[CH:21]=[CH:22][CH:23]=[C:18]([C:7]2[C:6]3[C:11](=[C:2]([Cl:1])[CH:3]=[CH:4][CH:5]=3)[N:10]=[N:9][C:8]=2[C:12]2[CH:13]=[CH:14][CH:15]=[CH:16][CH:17]=2)[CH:19]=1. (2) The product is: [ClH:4].[N:8]1[CH:13]=[CH:12][C:11]([C:14]2[CH:23]=[C:22]([C:24]([Cl:7])=[O:25])[C:21]3[C:16](=[CH:17][CH:18]=[CH:19][CH:20]=3)[N:15]=2)=[CH:10][CH:9]=1. Given the reactants C(Cl)(=O)C([Cl:4])=O.[ClH:7].[N:8]1[CH:13]=[CH:12][C:11]([C:14]2[CH:23]=[C:22]([C:24](O)=[O:25])[C:21]3[C:16](=[CH:17][CH:18]=[CH:19][CH:20]=3)[N:15]=2)=[CH:10][CH:9]=1, predict the reaction product. (3) Given the reactants [Cl:1][C:2]1[CH:11]=[N:10][C:9]2[C:4](=[CH:5][CH:6]=[C:7]([OH:12])[CH:8]=2)[N:3]=1.Cl[CH2:14][CH2:15][CH:16]1[CH2:21][CH2:20][N:19]([C:22]2[N:23]=[N:24][C:25]([CH3:28])=[CH:26][CH:27]=2)[CH2:18][CH2:17]1.[I-].[K+].C(=O)([O-])[O-].[K+].[K+], predict the reaction product. The product is: [Cl:1][C:2]1[CH:11]=[N:10][C:9]2[C:4](=[CH:5][CH:6]=[C:7]([O:12][CH2:14][CH2:15][CH:16]3[CH2:21][CH2:20][N:19]([C:22]4[N:23]=[N:24][C:25]([CH3:28])=[CH:26][CH:27]=4)[CH2:18][CH2:17]3)[CH:8]=2)[N:3]=1. (4) The product is: [Cl:1][C:2]1[N:7]=[C:6]([C:8]2[CH:24]=[N:23][N:10]3[CH:11]=[CH:16][CH:15]=[CH:14][C:9]=23)[C:5]([CH:18]2[CH2:19][CH2:20]2)=[CH:4][N:3]=1. Given the reactants [Cl:1][C:2]1[N:7]=[C:6]([C:8]2N3C=[CH:14][CH:15]=[C:16](F)[C:11]3=[N:10][CH:9]=2)[C:5]([CH:18]2[CH2:20][CH2:19]2)=[CH:4][N:3]=1.[I-].N[N+:23]1C=CC=C[CH:24]=1.C(=O)([O-])[O-].[K+].[K+].O, predict the reaction product. (5) Given the reactants [Br:1][C:2]1[CH:7]=[CH:6][C:5]([NH:8][C:9](=[O:20])[NH:10][C:11]2[CH:19]=[CH:18][C:14]([C:15]([OH:17])=O)=[CH:13][CH:12]=2)=[C:4]([F:21])[CH:3]=1.[CH3:22][N:23](C=O)[CH3:24].C1C=CC2N(O)N=NC=2C=1.CCN=C=NCCCN(C)C.Cl, predict the reaction product. The product is: [Br:1][C:2]1[CH:7]=[CH:6][C:5]([NH:8][C:9](=[O:20])[NH:10][C:11]2[CH:12]=[CH:13][C:14]([C:15]([N:23]([CH3:24])[CH3:22])=[O:17])=[CH:18][CH:19]=2)=[C:4]([F:21])[CH:3]=1. (6) Given the reactants O=P(Cl)(Cl)Cl.CN([CH:9]=[O:10])C.[CH2:11]([O:13][C:14]([C:16]1[N:17]([CH:35]([CH3:37])[CH3:36])[CH:18]=[C:19]([C:28]2[CH:33]=[CH:32][C:31]([F:34])=[CH:30][CH:29]=2)[C:20]=1[C:21]1[CH:26]=[CH:25][C:24]([F:27])=[CH:23][CH:22]=1)=[O:15])[CH3:12], predict the reaction product. The product is: [CH2:11]([O:13][C:14]([C:16]1[N:17]([CH:35]([CH3:36])[CH3:37])[C:18]([CH:9]=[O:10])=[C:19]([C:28]2[CH:33]=[CH:32][C:31]([F:34])=[CH:30][CH:29]=2)[C:20]=1[C:21]1[CH:22]=[CH:23][C:24]([F:27])=[CH:25][CH:26]=1)=[O:15])[CH3:12]. (7) Given the reactants [CH:1]1([CH2:6][N:7]([CH2:29][CH:30]([CH3:32])[CH3:31])[C@H:8]2[C@H:13]([C:14]3[CH:19]=[CH:18][C:17]([C:20]([F:23])([F:22])[F:21])=[CH:16][CH:15]=3)[O:12][C@H:11]([CH2:24][C:25]([O:27]C)=[O:26])[CH2:10][CH2:9]2)[CH2:5][CH2:4][CH2:3][CH2:2]1.CO.[OH-].[Na+].Cl, predict the reaction product. The product is: [CH:1]1([CH2:6][N:7]([CH2:29][CH:30]([CH3:32])[CH3:31])[C@H:8]2[C@H:13]([C:14]3[CH:15]=[CH:16][C:17]([C:20]([F:22])([F:23])[F:21])=[CH:18][CH:19]=3)[O:12][C@H:11]([CH2:24][C:25]([OH:27])=[O:26])[CH2:10][CH2:9]2)[CH2:5][CH2:4][CH2:3][CH2:2]1. (8) Given the reactants [F:1][C:2]1[CH:3]=[C:4]2[C:8](=[CH:9][CH:10]=1)[NH:7][C:6](=[O:11])[CH2:5]2.C[Si]([N-][Si](C)(C)C)(C)C.[Li+].[CH2:22]([N:24]([CH2:38][CH3:39])[CH2:25][CH2:26][CH2:27][C:28]1[N:33]=[C:32]2[CH2:34][O:35][C:36](=O)[C:31]2=[CH:30][CH:29]=1)[CH3:23].C1(C2C(=CC=CC=2)CO1)=O.Cl.C([O-])(O)=O.[Na+], predict the reaction product. The product is: [CH2:38]([N:24]([CH2:22][CH3:23])[CH2:25][CH2:26][CH2:27][C:28]1[N:33]=[C:32]2[CH2:34][O:35][C:36](=[C:5]3[C:4]4[C:8](=[CH:9][CH:10]=[C:2]([F:1])[CH:3]=4)[NH:7][C:6]3=[O:11])[C:31]2=[CH:30][CH:29]=1)[CH3:39]. (9) Given the reactants C(=O)([O-])[O-].[K+].[K+].[Br:7][C:8]1[CH:9]=[CH:10][C:11](F)=[C:12]([CH:15]=1)[C:13]#[N:14].[CH3:17][C:18]1[N:19]=[CH:20][NH:21][CH:22]=1, predict the reaction product. The product is: [Br:7][C:8]1[CH:9]=[CH:10][C:11]([N:19]2[C:18]([CH3:17])=[CH:22][N:21]=[CH:20]2)=[C:12]([CH:15]=1)[C:13]#[N:14].